From a dataset of Forward reaction prediction with 1.9M reactions from USPTO patents (1976-2016). Predict the product of the given reaction. (1) Given the reactants [Br:1][CH2:2][CH2:3][CH2:4][C:5](Cl)=[O:6].[NH2:8][CH2:9][CH:10]1[O:15][CH:14]([C:16]2[O:17][C:18]([Cl:21])=[CH:19][CH:20]=2)[C:13]2=[C:22]3[N:34]([CH3:35])[C:33](=[O:36])[N:32]([CH3:37])[C:31](=[O:38])[C:23]3=[C:24]([C:25]3[S:26][CH:27]=[C:28]([CH3:30])[N:29]=3)[N:12]2[CH2:11]1.C(N(CC)CC)C, predict the reaction product. The product is: [Br:1][CH2:2][CH2:3][CH2:4][C:5]([NH:8][CH2:9][CH:10]1[O:15][CH:14]([C:16]2[O:17][C:18]([Cl:21])=[CH:19][CH:20]=2)[C:13]2=[C:22]3[N:34]([CH3:35])[C:33](=[O:36])[N:32]([CH3:37])[C:31](=[O:38])[C:23]3=[C:24]([C:25]3[S:26][CH:27]=[C:28]([CH3:30])[N:29]=3)[N:12]2[CH2:11]1)=[O:6]. (2) Given the reactants CS(O)(=O)=O.C(OC([NH:13][C@:14]1([C:19]([OH:21])=[O:20])[CH2:16][C@H:15]1[CH:17]=[CH2:18])=O)(C)(C)C.C(N(CC)CC)C, predict the reaction product. The product is: [NH2:13][C@:14]1([C:19]([OH:21])=[O:20])[CH2:16][C@H:15]1[CH:17]=[CH2:18]. (3) Given the reactants C(O[C:6]([N:8]1[CH2:12][C@@H:11]([Cl:13])[C@H:10]2[O:14][CH2:15][C@@H:16]([OH:17])[C@H:9]12)=[O:7])(C)(C)C.C(Cl)(=O)C.CN(C(ON1N=NC2C=CC=NC1=2)=[N+](C)C)C.F[P-](F)(F)(F)(F)F.[C:46]([NH:53][C@H:54](C(O)=O)[CH2:55][CH:56]([CH3:58])[CH3:57])([O:48]C(C)(C)C)=O.Cl.[F:63][C:64]1[CH:65]=[C:66]([CH:70]=[CH:71][C:72]=1[C:73]1[N:74]=[C:75]([N:78]2[CH2:83][CH2:82][N:81]([CH3:84])[CH2:80][CH2:79]2)[S:76][CH:77]=1)C(O)=O, predict the reaction product. The product is: [Cl:13][C@@H:11]1[CH2:12][N:8]([C:6]([C@@H:54]([NH:53][C:46](=[O:48])[C:66]2[CH:70]=[CH:71][C:72]([C:73]3[N:74]=[C:75]([N:78]4[CH2:79][CH2:80][N:81]([CH3:84])[CH2:82][CH2:83]4)[S:76][CH:77]=3)=[C:64]([F:63])[CH:65]=2)[CH2:55][CH:56]([CH3:57])[CH3:58])=[O:7])[C@H:9]2[C@H:16]([OH:17])[CH2:15][O:14][C@H:10]12. (4) Given the reactants Cl.[F:2][C:3]1[CH:8]=[CH:7][CH:6]=[CH:5][C:4]=1[N:9]([CH2:33][CH2:34][C:35]([O:37]CC)=[O:36])[C:10]([C:12]1[CH:32]=[CH:31][C:15]2[N:16]([CH3:30])[C:17]([CH2:19][NH:20][C:21]3[CH:26]=[CH:25][C:24]([C:27](=[NH:29])[NH2:28])=[CH:23][CH:22]=3)=[N:18][C:14]=2[CH:13]=1)=[O:11].[OH-].[Na+], predict the reaction product. The product is: [F:2][C:3]1[CH:8]=[CH:7][CH:6]=[CH:5][C:4]=1[N:9]([CH2:33][CH2:34][C:35]([OH:37])=[O:36])[C:10]([C:12]1[CH:32]=[CH:31][C:15]2[N:16]([CH3:30])[C:17]([CH2:19][NH:20][C:21]3[CH:26]=[CH:25][C:24]([C:27](=[NH:28])[NH2:29])=[CH:23][CH:22]=3)=[N:18][C:14]=2[CH:13]=1)=[O:11]. (5) Given the reactants [Br-].[CH:2]1([Zn+])[CH2:4][CH2:3]1.Br[C:7]1[CH:15]=[CH:14][CH:13]=[C:12]2[C:8]=1[CH2:9][CH2:10][C@@H:11]2[O:16][Si:17]([C:20]([CH3:23])([CH3:22])[CH3:21])([CH3:19])[CH3:18].C1(P(C2CCCCC2)C2C=CC=CC=2C2C(OC)=CC=CC=2OC)CCCCC1, predict the reaction product. The product is: [C:20]([Si:17]([O:16][C@@H:11]1[C:12]2[C:8](=[C:7]([CH:2]3[CH2:4][CH2:3]3)[CH:15]=[CH:14][CH:13]=2)[CH2:9][CH2:10]1)([CH3:19])[CH3:18])([CH3:23])([CH3:22])[CH3:21]. (6) Given the reactants [NH2:1][C@@:2]([C:6]1[S:7][C:8]([C:11]2[CH:16]=[CH:15][C:14]([O:17][CH2:18][CH2:19][CH2:20][CH2:21][CH2:22][CH2:23][CH2:24][CH3:25])=[C:13]([C:26]([F:29])([F:28])[F:27])[CH:12]=2)=[N:9][N:10]=1)([CH3:5])[CH2:3][OH:4].C([O:32][P:33](Cl)([O:35]CC)=[O:34])C.C(N(CC)CC)C.Br[Si](C)(C)C, predict the reaction product. The product is: [P:33]([OH:35])([OH:34])([O:4][CH2:3][C@:2]([NH2:1])([C:6]1[S:7][C:8]([C:11]2[CH:16]=[CH:15][C:14]([O:17][CH2:18][CH2:19][CH2:20][CH2:21][CH2:22][CH2:23][CH2:24][CH3:25])=[C:13]([C:26]([F:28])([F:27])[F:29])[CH:12]=2)=[N:9][N:10]=1)[CH3:5])=[O:32].